From a dataset of M1 muscarinic receptor antagonist screen with 61,756 compounds. Binary Classification. Given a drug SMILES string, predict its activity (active/inactive) in a high-throughput screening assay against a specified biological target. (1) The molecule is S(c1n(CCCCC)c2c(n(c(=O)[nH]c2=O)C)n1)CCc1ccccc1. The result is 0 (inactive). (2) The compound is S1C=2N(CN(C1)c1c(OCC)cccc1)C(=O)CC(C2C#N)c1c2c(ccc1OC)cccc2. The result is 0 (inactive). (3) The drug is S(=O)(=O)(NCc1occc1)c1ccc(cc1)C(OCC(=O)NCCC=1CCCCC1)=O. The result is 0 (inactive).